From a dataset of Full USPTO retrosynthesis dataset with 1.9M reactions from patents (1976-2016). Predict the reactants needed to synthesize the given product. Given the product [C:1]([O:5][C:6](=[O:29])[NH:7][C:8]1([C:19]2[CH:24]=[CH:23][CH:22]=[C:21]([C:25]([CH3:28])([CH3:27])[CH3:26])[CH:20]=2)[CH2:13][CH2:12][C:11]2[C:10](=[CH:15][NH:16][N:31]=2)[CH2:9]1)([CH3:3])([CH3:2])[CH3:4], predict the reactants needed to synthesize it. The reactants are: [C:1]([O:5][C:6](=[O:29])[NH:7][C:8]1([C:19]2[CH:24]=[CH:23][CH:22]=[C:21]([C:25]([CH3:28])([CH3:27])[CH3:26])[CH:20]=2)[CH2:13][CH2:12][C:11](=O)[C:10](=[CH:15][N:16](C)C)[CH2:9]1)([CH3:4])([CH3:3])[CH3:2].O.[NH2:31]N.